The task is: Predict the reactants needed to synthesize the given product.. This data is from Retrosynthesis with 50K atom-mapped reactions and 10 reaction types from USPTO. (1) Given the product COC(=O)c1cc(C2CCCN2)c2oc(N3CCO[C@H](C)C3)cc(=O)c2c1, predict the reactants needed to synthesize it. The reactants are: COC(=O)c1cc(C2CCCN2C(=O)OC(C)(C)C)c2oc(N3CCO[C@H](C)C3)cc(=O)c2c1. (2) Given the product CCN(C(=O)OC(C)(C)C)c1cnn(C(C)(C)C)c1Cl, predict the reactants needed to synthesize it. The reactants are: CC(C)(C)OC(=O)Nc1cnn(C(C)(C)C)c1Cl.CCI. (3) Given the product COc1ccc2c(c1)C(CCN)=C2, predict the reactants needed to synthesize it. The reactants are: COc1ccc2c(c1)C(CC#N)=C2.